From a dataset of Forward reaction prediction with 1.9M reactions from USPTO patents (1976-2016). Predict the product of the given reaction. (1) Given the reactants [F:1][C:2]1([C:7]2[CH:12]=[CH:11][CH:10]=[CH:9][CH:8]=2)[CH2:6][CH2:5][NH:4][CH2:3]1.C1(C2CNCC=2)C=CC=CC=1.Cl.[CH:25]1([C:28]2[N:37]=[C:36](O)[C:35]3[C:30](=[CH:31][C:32]([O:41][CH3:42])=[C:33]([O:39][CH3:40])[CH:34]=3)[N:29]=2)[CH2:27][CH2:26]1.C1CCN2C(=NCCC2)CC1.F[P-](F)(F)(F)(F)F.N1(O[P+](N(C)C)(N(C)C)N(C)C)C2C=CC=CC=2N=N1, predict the reaction product. The product is: [CH:25]1([C:28]2[N:37]=[C:36]([N:4]3[CH2:5][CH2:6][C:2]([F:1])([C:7]4[CH:8]=[CH:9][CH:10]=[CH:11][CH:12]=4)[CH2:3]3)[C:35]3[C:30](=[CH:31][C:32]([O:41][CH3:42])=[C:33]([O:39][CH3:40])[CH:34]=3)[N:29]=2)[CH2:27][CH2:26]1. (2) Given the reactants [CH3:1][O:2][CH2:3][C:4]([NH:6][C:7]1[C:16]([N+:17]([O-])=O)=[CH:15][CH:14]=[CH:13][C:8]=1[C:9]([O:11][CH3:12])=[O:10])=O, predict the reaction product. The product is: [CH3:1][O:2][CH2:3][C:4]1[NH:17][C:16]2[CH:15]=[CH:14][CH:13]=[C:8]([C:9]([O:11][CH3:12])=[O:10])[C:7]=2[N:6]=1. (3) Given the reactants [OH:1][C:2]1[CH:7]=[CH:6][C:5]([CH2:8][CH2:9][C:10]([OH:12])=O)=[CH:4][CH:3]=1.[F:13][C:14]1[CH:28]=[C:27]([F:29])[CH:26]=[CH:25][C:15]=1[CH2:16][NH:17][CH2:18][CH2:19][CH2:20][CH2:21][CH2:22][CH2:23][CH3:24].CN(C(ON1N=NC2C=CC=CC1=2)=[N+](C)C)C.[B-](F)(F)(F)F.CCN(C(C)C)C(C)C.C(=O)([O-])O.[Na+], predict the reaction product. The product is: [F:13][C:14]1[CH:28]=[C:27]([F:29])[CH:26]=[CH:25][C:15]=1[CH2:16][N:17]([CH2:18][CH2:19][CH2:20][CH2:21][CH2:22][CH2:23][CH3:24])[C:10](=[O:12])[CH2:9][CH2:8][C:5]1[CH:4]=[CH:3][C:2]([OH:1])=[CH:7][CH:6]=1. (4) Given the reactants [F:1][C:2]([F:32])([F:31])[C:3]1[CH:8]=[CH:7][C:6]([CH:9]2[CH2:14][N:13]([C:15](OC3C=CC([N+]([O-])=O)=CC=3)=[O:16])[CH2:12][CH:11]([C:27]([O:29][CH3:30])=[O:28])[CH2:10]2)=[CH:5][CH:4]=1.[OH:33][CH:34]1[CH2:39][CH2:38][NH:37][CH2:36][CH2:35]1, predict the reaction product. The product is: [OH:33][CH:34]1[CH2:39][CH2:38][N:37]([C:15]([N:13]2[CH2:14][CH:9]([C:6]3[CH:5]=[CH:4][C:3]([C:2]([F:1])([F:32])[F:31])=[CH:8][CH:7]=3)[CH2:10][CH:11]([C:27]([O:29][CH3:30])=[O:28])[CH2:12]2)=[O:16])[CH2:36][CH2:35]1. (5) Given the reactants [F:1][C:2]1[CH:7]=[CH:6][C:5]([S:8]([NH:11][C:12]2[C:13]([O:33][CH3:34])=[N:14][CH:15]=[C:16]([C:18]3[CH:19]=[CH:20][C:21]4[N:22]([C:24]([C:27]#[C:28][Si](C)(C)C)=[CH:25][N:26]=4)[N:23]=3)[CH:17]=2)(=[O:10])=[O:9])=[CH:4][CH:3]=1.CCCC[N+](CCCC)(CCCC)CCCC.[F-], predict the reaction product. The product is: [C:27]([C:24]1[N:22]2[N:23]=[C:18]([C:16]3[CH:17]=[C:12]([NH:11][S:8]([C:5]4[CH:4]=[CH:3][C:2]([F:1])=[CH:7][CH:6]=4)(=[O:10])=[O:9])[C:13]([O:33][CH3:34])=[N:14][CH:15]=3)[CH:19]=[CH:20][C:21]2=[N:26][CH:25]=1)#[CH:28].